Predict the product of the given reaction. From a dataset of Forward reaction prediction with 1.9M reactions from USPTO patents (1976-2016). (1) Given the reactants Br[C:2]1[C:3](=[O:15])[C:4]([C:12]([OH:14])=[O:13])=[CH:5][N:6]([CH:9]([CH3:11])[CH3:10])[C:7]=1[CH3:8].[F:16][CH:17]([F:27])[C:18]1[CH:19]=[C:20](B(O)O)[CH:21]=[CH:22][CH:23]=1.C([O-])([O-])=O.[K+].[K+], predict the reaction product. The product is: [F:16][CH:17]([F:27])[C:18]1[CH:23]=[C:22]([C:2]2[C:3](=[O:15])[C:4]([C:12]([OH:14])=[O:13])=[CH:5][N:6]([CH:9]([CH3:11])[CH3:10])[C:7]=2[CH3:8])[CH:21]=[CH:20][CH:19]=1. (2) Given the reactants FC(F)(F)S([O:6][S:7]([C:10]([F:13])([F:12])[F:11])(=[O:9])=[O:8])(=O)=O.[F:16][C:17]([F:32])([F:31])[C:18]1[C:19]([C:24]2[CH:29]=[CH:28][C:27](O)=[CH:26][N:25]=2)=[N:20][CH:21]=[CH:22][CH:23]=1, predict the reaction product. The product is: [F:31][C:17]([F:16])([F:32])[C:18]1[C:19]([C:24]2[CH:29]=[CH:28][C:27]([O:6][S:7]([C:10]([F:11])([F:12])[F:13])(=[O:8])=[O:9])=[CH:26][N:25]=2)=[N:20][CH:21]=[CH:22][CH:23]=1. (3) The product is: [Br:8][C:7]1[C:2]2[N:3]([CH:14]=[C:15]([CH3:16])[N:1]=2)[CH:4]=[C:5]([C:9]([O:11][CH3:12])=[O:10])[N:6]=1. Given the reactants [NH2:1][C:2]1[N:3]=[CH:4][C:5]([C:9]([O:11][CH3:12])=[O:10])=[N:6][C:7]=1[Br:8].Br[CH2:14][C:15](=O)[CH3:16], predict the reaction product. (4) Given the reactants [C:1]([C:5]1[CH:9]=[C:8]([NH:10][C:11]([NH:13][C@@H:14]2[C:23]3[C:18](=[CH:19][CH:20]=[CH:21][CH:22]=3)[C@H:17]([O:24][C:25]3[CH:26]=[CH:27][C:28]4[N:29]([C:31]([N:34]5[CH2:39][CH2:38][CH2:37][CH2:36][C@@H:35]5[CH3:40])=[N:32][N:33]=4)[CH:30]=3)[CH2:16][CH2:15]2)=[O:12])[N:7]([C:41]2[CH:42]=[C:43]([CH2:47][CH2:48][O:49]S(C)(=O)=O)[CH:44]=[CH:45][CH:46]=2)[N:6]=1)([CH3:4])([CH3:3])[CH3:2].[CH3:54][N:55]1[CH2:61][CH2:60][CH2:59][NH:58][CH2:57][CH2:56]1.C1C[O:65]CC1, predict the reaction product. The product is: [CH:48]([OH:49])=[O:65].[C:1]([C:5]1[CH:9]=[C:8]([NH:10][C:11]([NH:13][C@@H:14]2[C:23]3[C:18](=[CH:19][CH:20]=[CH:21][CH:22]=3)[C@H:17]([O:24][C:25]3[CH:26]=[CH:27][C:28]4[N:29]([C:31]([N:34]5[CH2:39][CH2:38][CH2:37][CH2:36][C@@H:35]5[CH3:40])=[N:32][N:33]=4)[CH:30]=3)[CH2:16][CH2:15]2)=[O:12])[N:7]([C:41]2[CH:46]=[CH:45][CH:44]=[C:43]([CH2:47][CH2:48][N:58]3[CH2:59][CH2:60][CH2:61][N:55]([CH3:54])[CH2:56][CH2:57]3)[CH:42]=2)[N:6]=1)([CH3:3])([CH3:4])[CH3:2]. (5) Given the reactants [F:1][C:2]1[CH:3]=[C:4]([O:9][CH3:10])[CH:5]=[CH:6][C:7]=1[F:8].C([Li])CCC.[C:16]1(=[O:20])[CH2:19][CH2:18][CH2:17]1.[Cl-].[NH4+], predict the reaction product. The product is: [F:1][C:2]1[C:7]([F:8])=[CH:6][CH:5]=[C:4]([O:9][CH3:10])[C:3]=1[C:16]1([OH:20])[CH2:19][CH2:18][CH2:17]1. (6) The product is: [Cl:23][C:20]1[CH:21]=[CH:22][C:17]([N:16]2[C:3]3[N:4]=[C:5]([C:14]#[N:15])[N:6]=[C:7]([N:8]4[CH2:13][CH2:12][O:11][CH2:10][CH2:9]4)[C:2]=3[NH:1][C:33](=[O:34])[CH2:32]2)=[CH:18][CH:19]=1. Given the reactants [NH2:1][C:2]1[C:3]([NH:16][C:17]2[CH:22]=[CH:21][C:20]([Cl:23])=[CH:19][CH:18]=2)=[N:4][C:5]([C:14]#[N:15])=[N:6][C:7]=1[N:8]1[CH2:13][CH2:12][O:11][CH2:10][CH2:9]1.C(N(CC)CC)C.Cl[CH2:32][C:33](Cl)=[O:34], predict the reaction product. (7) Given the reactants [F:1][C:2]1[CH:7]=[CH:6][C:5]([C:8](=[O:12])[CH2:9][C:10]#[N:11])=[CH:4][CH:3]=1.[NH2:13][C:14]1[CH:19]=[CH:18][CH:17]=[CH:16][CH:15]=1, predict the reaction product. The product is: [F:1][C:2]1[CH:3]=[CH:4][C:5]([C:8](=[O:12])[CH2:9][C:10](=[NH:11])[NH:13][C:14]2[CH:19]=[CH:18][CH:17]=[CH:16][CH:15]=2)=[CH:6][CH:7]=1. (8) Given the reactants Br[C:2]1[CH:3]=[CH:4][C:5]2[N:6]([CH:8]=[CH:9][N:10]=2)[CH:7]=1.[N:11]1[N:12]2[CH2:21][CH2:20][CH2:19][C:13]2=[C:14](B(O)O)[CH:15]=1.C(=O)([O-])[O-].[K+].[K+].C(O[CH2:32][CH3:33])(=O)C.CO, predict the reaction product. The product is: [N:6]1[CH:33]=[CH:32][CH:3]=[CH:4][C:5]=1[C:15]1[C:14]([C:2]2[CH:3]=[CH:4][C:5]3[N:6]([CH:8]=[CH:9][N:10]=3)[CH:7]=2)=[C:13]2[CH2:19][CH2:20][CH2:21][N:12]2[N:11]=1. (9) The product is: [NH2:9][C:8]1[N:40]([C:35]2[CH:34]=[C:33]([CH:38]=[CH:37][C:36]=2[CH3:39])[C:32]([NH:31][CH:28]2[CH2:30][CH2:29]2)=[O:42])[N:41]=[CH:10][C:7]=1[C:5](=[O:6])[C:4]1[CH:18]=[CH:19][CH:20]=[C:2]([Cl:1])[CH:3]=1. Given the reactants [Cl:1][C:2]1[CH:3]=[C:4]([CH:18]=[CH:19][CH:20]=1)[C:5]([C:7](=[CH:10]NC1C=CC=CC=1)[C:8]#[N:9])=[O:6].FC(F)(F)C(O)=O.[CH:28]1([NH:31][C:32](=[O:42])[C:33]2[CH:38]=[CH:37][C:36]([CH3:39])=[C:35]([NH:40][NH2:41])[CH:34]=2)[CH2:30][CH2:29]1.C(N(CC)CC)C, predict the reaction product.